This data is from Forward reaction prediction with 1.9M reactions from USPTO patents (1976-2016). The task is: Predict the product of the given reaction. The product is: [Br-:20].[Cl:28][C:25]1[CH:26]=[CH:27][C:22]([CH2:21][P+:7]([C:1]2[CH:2]=[CH:3][CH:4]=[CH:5][CH:6]=2)([C:8]2[CH:13]=[CH:12][CH:11]=[CH:10][CH:9]=2)[C:14]2[CH:15]=[CH:16][CH:17]=[CH:18][CH:19]=2)=[CH:23][C:24]=1[F:29]. Given the reactants [C:1]1([P:7]([C:14]2[CH:19]=[CH:18][CH:17]=[CH:16][CH:15]=2)[C:8]2[CH:13]=[CH:12][CH:11]=[CH:10][CH:9]=2)[CH:6]=[CH:5][CH:4]=[CH:3][CH:2]=1.[Br:20][CH2:21][C:22]1[CH:27]=[CH:26][C:25]([Cl:28])=[C:24]([F:29])[CH:23]=1, predict the reaction product.